Dataset: Forward reaction prediction with 1.9M reactions from USPTO patents (1976-2016). Task: Predict the product of the given reaction. Given the reactants C(O[C:4]([C:6]1([CH2:12][CH2:13]OC)[CH2:11][CH2:10][NH:9][CH2:8][CH2:7]1)=[O:5])C.[CH2:16]([S:19](Cl)(=[O:21])=[O:20])[CH2:17][CH3:18].[CH:23]1([C:26]2[CH:32]=[CH:31][C:29]([NH2:30])=[CH:28][CH:27]=2)[CH2:25][CH2:24]1, predict the reaction product. The product is: [CH:23]1([C:26]2[CH:32]=[CH:31][C:29]([N:30]3[CH2:13][CH2:12][C:6]4([CH2:7][CH2:8][N:9]([S:19]([CH2:16][CH2:17][CH3:18])(=[O:21])=[O:20])[CH2:10][CH2:11]4)[C:4]3=[O:5])=[CH:28][CH:27]=2)[CH2:25][CH2:24]1.